This data is from Forward reaction prediction with 1.9M reactions from USPTO patents (1976-2016). The task is: Predict the product of the given reaction. (1) Given the reactants C[O:2][C:3](=[O:27])[C:4]1[CH:9]=[CH:8][C:7]([C:10]2[C:15]([C:16]#[C:17][C:18]3[CH:19]=[N:20][C:21]([NH2:24])=[CH:22][CH:23]=3)=[C:14]([CH3:25])[N:13]=[C:12]([NH2:26])[N:11]=2)=[CH:6][CH:5]=1, predict the reaction product. The product is: [NH2:26][C:12]1[N:11]=[C:10]([C:7]2[CH:6]=[CH:5][C:4]([C:3]([OH:27])=[O:2])=[CH:9][CH:8]=2)[C:15]([C:16]#[C:17][C:18]2[CH:19]=[N:20][C:21]([NH2:24])=[CH:22][CH:23]=2)=[C:14]([CH3:25])[N:13]=1. (2) Given the reactants [NH2:1][C@H:2]1[CH2:7][CH2:6][C@H:5]([NH:8][C:9]([C:11]2[C:15]3[N:16]=[CH:17][N:18]=[C:19]([C:20]4[CH:25]=[C:24]([O:26][CH3:27])[CH:23]=[CH:22][C:21]=4[O:28][CH2:29][CH:30]4[CH2:32][CH2:31]4)[C:14]=3[NH:13][CH:12]=2)=[O:10])[CH2:4][CH2:3]1.Cl[C:34]([O:36][CH2:37][CH3:38])=[O:35], predict the reaction product. The product is: [CH2:37]([O:36][C:34](=[O:35])[NH:1][C@H:2]1[CH2:7][CH2:6][C@H:5]([NH:8][C:9]([C:11]2[C:15]3[N:16]=[CH:17][N:18]=[C:19]([C:20]4[CH:25]=[C:24]([O:26][CH3:27])[CH:23]=[CH:22][C:21]=4[O:28][CH2:29][CH:30]4[CH2:31][CH2:32]4)[C:14]=3[NH:13][CH:12]=2)=[O:10])[CH2:4][CH2:3]1)[CH3:38]. (3) Given the reactants [OH:1][CH2:2][CH2:3][CH2:4][CH2:5][CH2:6][CH2:7][CH2:8][CH2:9][O:10][C:11]1[CH:16]=[CH:15][N:14]=[C:13]([CH2:17]O)[C:12]=1[CH3:19].S(Cl)([Cl:22])=O.C(=O)([O-])[O-].[Na+].[Na+], predict the reaction product. The product is: [OH:1][CH2:2][CH2:3][CH2:4][CH2:5][CH2:6][CH2:7][CH2:8][CH2:9][O:10][C:11]1[CH:16]=[CH:15][N:14]=[C:13]([CH2:17][Cl:22])[C:12]=1[CH3:19]. (4) The product is: [CH:8]1([CH2:11][CH2:12][O:13][C:14]2[N:22]=[C:21]3[C:17]([N:18]=[C:19]([O:23][CH3:24])[N:20]3[CH2:27][CH2:28][C@H:29]3[CH2:33][CH2:32][O:31][CH2:30]3)=[C:16]([NH2:25])[N:15]=2)[CH2:10][CH2:9]1. Given the reactants FC(F)(F)C(O)=O.[CH:8]1([CH2:11][CH2:12][O:13][C:14]2[NH:15][C:16]([NH2:25])=[C:17]3[C:21]([N:22]=2)=[N:20][C:19]([O:23][CH3:24])=[N:18]3)[CH2:10][CH2:9]1.Br[CH2:27][CH2:28][C@H:29]1[CH2:33][CH2:32][O:31][CH2:30]1, predict the reaction product. (5) Given the reactants Br[C:2]1[CH:3]=[CH:4][CH:5]=[C:6]2[C:10]=1[N:9]([CH2:11][CH3:12])[N:8]=[C:7]2[NH2:13].[B:14]1([B:14]2[O:18][C:17]([CH3:20])([CH3:19])[C:16]([CH3:22])([CH3:21])[O:15]2)[O:18][C:17]([CH3:20])([CH3:19])[C:16]([CH3:22])([CH3:21])[O:15]1.C([O-])(=O)C.[K+], predict the reaction product. The product is: [CH2:11]([N:9]1[C:10]2[C:6](=[CH:5][CH:4]=[CH:3][C:2]=2[B:14]2[O:18][C:17]([CH3:20])([CH3:19])[C:16]([CH3:22])([CH3:21])[O:15]2)[C:7]([NH2:13])=[N:8]1)[CH3:12]. (6) Given the reactants [NH:1]1[C:5]([CH2:6][CH2:7][C:8]([OH:10])=[O:9])=[CH:4][N:3]=[CH:2]1.C([O-])([O-])=O.[K+].[K+].[C:17](O[C:17]([O:19][C:20]([CH3:23])([CH3:22])[CH3:21])=[O:18])([O:19][C:20]([CH3:23])([CH3:22])[CH3:21])=[O:18], predict the reaction product. The product is: [CH3:21][C:20]([CH3:23])([O:19][C:17]([N:1]1[C:5]([CH2:6][CH2:7][C:8]([OH:10])=[O:9])=[CH:4][N:3]=[CH:2]1)=[O:18])[CH3:22]. (7) Given the reactants [CH3:1][O:2][CH2:3][CH2:4][C:5]1[CH:10]=[CH:9][CH:8]=[CH:7][C:6]=1B(O)O.Br[C:15]1[CH:20]=[CH:19][C:18]([CH:21]([CH2:31][C:32]2[CH:37]=[CH:36][C:35]([O:38][CH2:39][CH2:40][O:41][C:42]3[C:47]([Cl:48])=[CH:46][C:45]([CH3:49])=[CH:44][C:43]=3[Cl:50])=[CH:34][CH:33]=2)[CH2:22][NH:23][C:24](=[O:30])[O:25][C:26]([CH3:29])([CH3:28])[CH3:27])=[C:17]([CH3:51])[CH:16]=1, predict the reaction product. The product is: [Cl:48][C:47]1[CH:46]=[C:45]([CH3:49])[CH:44]=[C:43]([Cl:50])[C:42]=1[O:41][CH2:40][CH2:39][O:38][C:35]1[CH:36]=[CH:37][C:32]([CH2:31][CH:21]([C:18]2[CH:19]=[CH:20][C:15]([C:6]3[CH:7]=[CH:8][CH:9]=[CH:10][C:5]=3[CH2:4][CH2:3][O:2][CH3:1])=[CH:16][C:17]=2[CH3:51])[CH2:22][NH:23][C:24](=[O:30])[O:25][C:26]([CH3:27])([CH3:28])[CH3:29])=[CH:33][CH:34]=1. (8) Given the reactants [C@@H:1]12[CH2:7][C@@H:4]([CH:5]=[CH:6]1)[C:3](=[O:8])[NH:2]2.[ClH:9].[CH3:10][OH:11], predict the reaction product. The product is: [ClH:9].[CH3:10][O:11][C:3]([C@H:4]1[CH2:7][C@@H:1]([NH2:2])[CH:6]=[CH:5]1)=[O:8]. (9) Given the reactants [OH:1][C:2]1[C:9]([O:10][CH3:11])=[CH:8][C:7]([N+:12]([O-:14])=[O:13])=[CH:6][C:3]=1[CH:4]=O.Br[CH2:16][C:17]([O:19][CH2:20][CH3:21])=[O:18].C(=O)([O-])[O-].[K+].[K+].Cl, predict the reaction product. The product is: [CH3:11][O:10][C:9]1[C:2]2[O:1][C:16]([C:17]([O:19][CH2:20][CH3:21])=[O:18])=[CH:4][C:3]=2[CH:6]=[C:7]([N+:12]([O-:14])=[O:13])[CH:8]=1.